The task is: Binary Classification. Given a drug SMILES string, predict its activity (active/inactive) in a high-throughput screening assay against a specified biological target.. This data is from M1 muscarinic receptor antagonist screen with 61,756 compounds. The molecule is S(c1n(CC(O)COc2c(cccc2)C)c2c(n(c(=O)[nH]c2=O)C)n1)CC. The result is 0 (inactive).